The task is: Predict which catalyst facilitates the given reaction.. This data is from Catalyst prediction with 721,799 reactions and 888 catalyst types from USPTO. (1) Reactant: [C:1]1([NH:7][CH2:8][C:9]2[CH:14]=[CH:13][C:12]([CH2:15][C:16](Cl)=[N:17][OH:18])=[CH:11][CH:10]=2)[CH:6]=[CH:5][CH:4]=[CH:3][CH:2]=1.[C:20]([C:22]1[C:23]([NH2:29])=[N:24][C:25]([NH2:28])=[CH:26][CH:27]=1)#[CH:21].C(N(CC)CC)C. Product: [C:1]1([NH:7][CH2:8][C:9]2[CH:14]=[CH:13][C:12]([CH2:15][C:16]3[CH:21]=[C:20]([C:22]4[C:23]([NH2:29])=[N:24][C:25]([NH2:28])=[CH:26][CH:27]=4)[O:18][N:17]=3)=[CH:11][CH:10]=2)[CH:6]=[CH:5][CH:4]=[CH:3][CH:2]=1. The catalyst class is: 7. (2) Reactant: [NH:1]1[C:9]2[C:4](=[CH:5][CH:6]=[CH:7][CH:8]=2)[CH2:3][C:2]1=[O:10].[Cl:11][C:12]1[CH:17]=[CH:16][C:15]([S:18]([C:21]2[C:22]([CH2:29][CH2:30][C:31]([OH:33])=[O:32])=[C:23]([CH:27]=O)[NH:24][C:25]=2[CH3:26])(=[O:20])=[O:19])=[CH:14][CH:13]=1.N1CCCCC1. Product: [Cl:11][C:12]1[CH:13]=[CH:14][C:15]([S:18]([C:21]2[C:22]([CH2:29][CH2:30][C:31]([OH:33])=[O:32])=[C:23](/[CH:27]=[C:3]3\[C:2](=[O:10])[NH:1][C:9]4[C:4]\3=[CH:5][CH:6]=[CH:7][CH:8]=4)[NH:24][C:25]=2[CH3:26])(=[O:19])=[O:20])=[CH:16][CH:17]=1. The catalyst class is: 8.